The task is: Predict the product of the given reaction.. This data is from Forward reaction prediction with 1.9M reactions from USPTO patents (1976-2016). (1) Given the reactants [Br:1][C:2]1[CH:3]=[C:4]2[C:9](=[CH:10][CH:11]=1)[CH:8]=[C:7]([OH:12])[CH:6]=[CH:5]2.Br[CH2:14][CH2:15][OH:16].[OH-].[K+], predict the reaction product. The product is: [OH:16][CH2:15][CH2:14][O:12][C:7]1[CH:6]=[CH:5][C:4]2[C:9](=[CH:10][CH:11]=[C:2]([Br:1])[CH:3]=2)[CH:8]=1. (2) Given the reactants [N+:1]([C:4]1[C:5]([CH3:13])=[C:6]([CH:9]=[CH:10][C:11]=1[CH3:12])[CH2:7][NH2:8])([O-:3])=[O:2].[CH3:14][C:15]([CH3:20])([CH3:19])[C:16](Cl)=[O:17], predict the reaction product. The product is: [N+:1]([C:4]1[C:5]([CH3:13])=[C:6]([CH:9]=[CH:10][C:11]=1[CH3:12])[CH2:7][NH:8][C:16](=[O:17])[C:15]([CH3:20])([CH3:19])[CH3:14])([O-:3])=[O:2]. (3) Given the reactants Cl[C:2]([CH:4]1[CH2:9][CH2:8][C:7]([CH3:14])([C:10]([O:12][CH3:13])=[O:11])[CH2:6][CH2:5]1)=[O:3].[CH3:15][Zn]C, predict the reaction product. The product is: [C:2]([CH:4]1[CH2:9][CH2:8][C:7]([CH3:14])([C:10]([O:12][CH3:13])=[O:11])[CH2:6][CH2:5]1)(=[O:3])[CH3:15]. (4) Given the reactants Cl[CH2:2][C:3]1[CH:8]=[CH:7][CH:6]=[C:5]([S:9][CH:10]2[CH2:13][CH2:12][CH2:11]2)[N:4]=1.C[O:15][C:16]([CH:18]1[CH2:20][CH:19]1[C:21]1[CH:26]=[C:25]([F:27])[C:24]([OH:28])=[C:23]([F:29])[CH:22]=1)=[O:17], predict the reaction product. The product is: [CH:10]1([S:9][C:5]2[N:4]=[C:3]([CH2:2][O:28][C:24]3[C:23]([F:29])=[CH:22][C:21]([CH:19]4[CH2:20][CH:18]4[C:16]([OH:17])=[O:15])=[CH:26][C:25]=3[F:27])[CH:8]=[CH:7][CH:6]=2)[CH2:13][CH2:12][CH2:11]1. (5) Given the reactants [CH3:1][C:2]1([C:21]([NH:23][C@H:24]([C:26]2[CH:35]=[CH:34][C:29]([C:30]([O:32]C)=[O:31])=[CH:28][CH:27]=2)[CH3:25])=[O:22])[N:9]([CH2:10][C:11]2[CH:16]=[CH:15][C:14]([C:17]([F:20])([F:19])[F:18])=[CH:13][CH:12]=2)[CH2:8][CH2:7][C:4]2([CH2:6][CH2:5]2)[CH2:3]1.O[Li].O, predict the reaction product. The product is: [CH3:1][C:2]1([C:21]([NH:23][C@H:24]([C:26]2[CH:27]=[CH:28][C:29]([C:30]([OH:32])=[O:31])=[CH:34][CH:35]=2)[CH3:25])=[O:22])[N:9]([CH2:10][C:11]2[CH:12]=[CH:13][C:14]([C:17]([F:20])([F:18])[F:19])=[CH:15][CH:16]=2)[CH2:8][CH2:7][C:4]2([CH2:6][CH2:5]2)[CH2:3]1.